Dataset: Catalyst prediction with 721,799 reactions and 888 catalyst types from USPTO. Task: Predict which catalyst facilitates the given reaction. (1) Reactant: C(N(CC)CC)C.[CH:8]1([S:14](Cl)(=[O:16])=[O:15])[CH2:13][CH2:12][CH2:11][CH2:10][CH2:9]1.[NH2:18][C:19]1[N:24]=[C:23]([C:25]2[CH:32]=[CH:31][C:28]([C:29]#[N:30])=[C:27]([F:33])[CH:26]=2)[CH:22]=[C:21]([N:34]2[C@H:39]([CH3:40])[CH2:38][O:37][C@H:36]([CH2:41][NH2:42])[CH2:35]2)[N:20]=1. Product: [NH2:18][C:19]1[N:20]=[C:21]([N:34]2[C@H:39]([CH3:40])[CH2:38][O:37][C@H:36]([CH2:41][NH:42][S:14]([CH:8]3[CH2:13][CH2:12][CH2:11][CH2:10][CH2:9]3)(=[O:16])=[O:15])[CH2:35]2)[CH:22]=[C:23]([C:25]2[CH:32]=[CH:31][C:28]([C:29]#[N:30])=[C:27]([F:33])[CH:26]=2)[N:24]=1. The catalyst class is: 1. (2) Reactant: [NH2:1][C:2]1[C:11]([N+:12]([O-])=O)=[CH:10][C:9]([Br:15])=[C:8]([O:16][CH3:17])[C:3]=1[C:4]([O:6][CH3:7])=[O:5].O.O.[Sn](Cl)Cl.C(=O)(O)[O-].[Na+].O.[F:29][C:30]1[CH:35]=[C:34]([F:36])[CH:33]=[CH:32][C:31]=1[C:37]([CH:39]=O)=O. Product: [Br:15][C:9]1[C:8]([O:16][CH3:17])=[C:3]([C:4]([O:6][CH3:7])=[O:5])[C:2]2[N:1]=[C:37]([C:31]3[CH:32]=[CH:33][C:34]([F:36])=[CH:35][C:30]=3[F:29])[CH:39]=[N:12][C:11]=2[CH:10]=1. The catalyst class is: 40. (3) Reactant: [OH:1][C:2]1[CH:9]=[CH:8][C:5]([CH:6]=[O:7])=[CH:4][CH:3]=1.C([O-])([O-])=O.[K+].[K+].[CH3:16][S:17](Cl)(=[O:19])=[O:18]. Product: [CH3:16][S:17]([O:1][C:2]1[CH:9]=[CH:8][C:5]([CH:6]=[O:7])=[CH:4][CH:3]=1)(=[O:19])=[O:18]. The catalyst class is: 39. (4) Reactant: [F:1][C:2]1[CH:3]=[CH:4][C:5]([CH3:12])=[C:6]([CH2:8][C@H:9]([OH:11])[CH3:10])[CH:7]=1.CCN(C(C)C)C(C)C.[CH3:22][S:23](Cl)(=[O:25])=[O:24].C([O-])(O)=O.[Na+]. Product: [CH3:22][S:23]([O:11][C@H:9]([CH3:10])[CH2:8][C:6]1[CH:7]=[C:2]([F:1])[CH:3]=[CH:4][C:5]=1[CH3:12])(=[O:25])=[O:24]. The catalyst class is: 2. (5) Reactant: CC(C)(C)C(O[N:6]1[CH2:11][CH:10]=[C:9](B2OC(C)(C)C(C)(C)O2)[CH2:8][CH2:7]1)=O.[C:23]([O-:26])([O-])=[O:24].[K+].[K+].Br[C:30]1[CH:31]=[C:32]([NH:37][C:38](=[O:42])[CH:39]([CH3:41])[CH3:40])[CH:33]=[CH:34][C:35]=1[CH3:36]. Product: [C:38]([NH:37][C:32]1[CH:31]=[CH:30][C:35]([CH3:36])=[C:34]([C:9]2[CH2:8][CH2:7][N:6]([C:23]([O:26][C:35]([CH3:36])([CH3:34])[CH3:30])=[O:24])[CH2:11][CH:10]=2)[CH:33]=1)(=[O:42])[CH:39]([CH3:41])[CH3:40]. The catalyst class is: 3. (6) Reactant: [CH3:1][O:2][C:3](=[O:21])[C:4]1[CH:9]=[C:8]([N+:10]([O-])=O)[CH:7]=[C:6]([N:13]2[CH:18]=[CH:17][C:16]([CH3:19])=[CH:15][C:14]2=[O:20])[CH:5]=1.Cl[Sn]Cl. Product: [CH3:1][O:2][C:3](=[O:21])[C:4]1[CH:5]=[C:6]([N:13]2[CH:18]=[CH:17][C:16]([CH3:19])=[CH:15][C:14]2=[O:20])[CH:7]=[C:8]([NH2:10])[CH:9]=1. The catalyst class is: 5. (7) Reactant: [Cl:1][C:2]1[C:3]([F:27])=[C:4]([C:23]([F:26])=[CH:24][CH:25]=1)[O:5][C:6]1[CH2:10][N:9]([C@@H:11]([CH2:15][CH:16]2[CH2:21][CH2:20][CH2:19][CH2:18][CH2:17]2)[C:12]([OH:14])=O)[C:8](=[O:22])[CH:7]=1.[NH2:28][C:29]1[CH:33]=[CH:32][N:31]([CH2:34][C:35]([CH3:38])([OH:37])[CH3:36])[N:30]=1.F[P-](F)(F)(F)(F)F.N1(O[P+](N(C)C)(N(C)C)N(C)C)C2C=CC=CC=2N=N1.C(N(CC)C(C)C)(C)C. Product: [Cl:1][C:2]1[C:3]([F:27])=[C:4]([C:23]([F:26])=[CH:24][CH:25]=1)[O:5][C:6]1[CH2:10][N:9]([C@@H:11]([CH2:15][CH:16]2[CH2:21][CH2:20][CH2:19][CH2:18][CH2:17]2)[C:12]([NH:28][C:29]2[CH:33]=[CH:32][N:31]([CH2:34][C:35]([OH:37])([CH3:36])[CH3:38])[N:30]=2)=[O:14])[C:8](=[O:22])[CH:7]=1. The catalyst class is: 42.